Task: Regression. Given a peptide amino acid sequence and an MHC pseudo amino acid sequence, predict their binding affinity value. This is MHC class II binding data.. Dataset: Peptide-MHC class II binding affinity with 134,281 pairs from IEDB (1) The peptide sequence is NTARLMAGAGPAPML. The MHC is DRB1_0301 with pseudo-sequence DRB1_0301. The binding affinity (normalized) is 0.422. (2) The peptide sequence is RRSRMMMSPRRVKRA. The MHC is H-2-IAd with pseudo-sequence H-2-IAd. The binding affinity (normalized) is 0.357. (3) The peptide sequence is AMATAGTTVYGAFAA. The MHC is HLA-DQA10102-DQB10602 with pseudo-sequence HLA-DQA10102-DQB10602. The binding affinity (normalized) is 0.915. (4) The peptide sequence is PTHENHGLKTRQEKW. The MHC is H-2-IEd with pseudo-sequence H-2-IEd. The binding affinity (normalized) is 0.